Dataset: Forward reaction prediction with 1.9M reactions from USPTO patents (1976-2016). Task: Predict the product of the given reaction. Given the reactants Cl.[F:2][C:3]1[CH:8]=[CH:7][C:6]([C:9]2[N:10]=[C:11]([CH:14]3[CH2:19][CH2:18][NH:17][CH2:16][CH2:15]3)[NH:12][CH:13]=2)=[CH:5][C:4]=1[C:20]([F:23])([F:22])[F:21].C(N(C(C)C)C(C)C)C.[CH2:33]([O:40][C:41](ON1C(=O)CCC1=O)=[O:42])[C:34]1[CH:39]=[CH:38][CH:37]=[CH:36][CH:35]=1, predict the reaction product. The product is: [F:2][C:3]1[CH:8]=[CH:7][C:6]([C:9]2[N:10]=[C:11]([CH:14]3[CH2:19][CH2:18][N:17]([C:41]([O:40][CH2:33][C:34]4[CH:39]=[CH:38][CH:37]=[CH:36][CH:35]=4)=[O:42])[CH2:16][CH2:15]3)[NH:12][CH:13]=2)=[CH:5][C:4]=1[C:20]([F:21])([F:22])[F:23].